From a dataset of Plasma protein binding rate (PPBR) regression data from AstraZeneca. Regression/Classification. Given a drug SMILES string, predict its absorption, distribution, metabolism, or excretion properties. Task type varies by dataset: regression for continuous measurements (e.g., permeability, clearance, half-life) or binary classification for categorical outcomes (e.g., BBB penetration, CYP inhibition). For this dataset (ppbr_az), we predict Y. (1) The molecule is COc1cccc(CNCc2cccc(CCNC[C@H](O)c3ccc(O)c4[nH]c(=O)sc34)c2)c1. The Y is 86.3 %. (2) The drug is CCOc1ccc(NC(C)=O)cc1. The Y is 34.9 %. (3) The compound is C[C@H](CO)Nc1nc(SCc2cccc(F)c2F)nc2[nH]ncc12. The Y is 96.5 %.